Dataset: Forward reaction prediction with 1.9M reactions from USPTO patents (1976-2016). Task: Predict the product of the given reaction. (1) Given the reactants [Cl:1][C:2]1[CH:23]=[C:22]([F:24])[C:5]([O:6][C:7]([C:10]2O[C:13]([C:15]3[CH:20]=[CH:19][N:18]=[C:17]([NH2:21])[CH:16]=3)=[N:12][N:11]=2)([CH3:9])[CH3:8])=[C:4]([F:25])[CH:3]=1.Cl.[CH2:27]([NH2:29])[CH3:28], predict the reaction product. The product is: [Cl:1][C:2]1[CH:23]=[C:22]([F:24])[C:5]([O:6][C:7]([C:10]2[N:29]([CH2:27][CH3:28])[C:13]([C:15]3[CH:20]=[CH:19][N:18]=[C:17]([NH2:21])[CH:16]=3)=[N:12][N:11]=2)([CH3:9])[CH3:8])=[C:4]([F:25])[CH:3]=1. (2) Given the reactants FC(F)(F)C(O)=O.Br[C:9]1[CH:14]=[CH:13][CH:12]=[CH:11][C:10]=1F.BrC1C=CC(C)=CC=1F.C([N:32]1[CH2:37][CH2:36][NH:35][C@@H:34]([CH2:38][CH2:39][OH:40])[CH2:33]1)C1C=CC=CC=1, predict the reaction product. The product is: [CH2:36]1[N:35]2[C@H:34]([CH2:38][CH2:39][O:40][C:9]3[CH:14]=[CH:13][CH:12]=[CH:11][C:10]=32)[CH2:33][NH:32][CH2:37]1. (3) Given the reactants Cl.[CH3:2][O:3][C:4]([C@H:6]1[NH:22][C:21](=[O:23])[C@H:20]([CH:24]([CH3:26])[CH3:25])[NH:19][C:18](=[O:27])[C@@H:17]([NH2:28])[CH2:16][C:15]2=[CH:29][CH:30]=[C:12]([CH:13]=[CH:14]2)[O:11][CH2:10][CH2:9][CH2:8][CH2:7]1)=[O:5].[NH:31]1[CH:35]=[CH:34][CH:33]=[C:32]1[C:36](O)=[O:37].CCN(C(C)C)C(C)C.C1C=CC2N(O)N=NC=2C=1, predict the reaction product. The product is: [CH3:2][O:3][C:4]([C@H:6]1[NH:22][C:21](=[O:23])[C@H:20]([CH:24]([CH3:26])[CH3:25])[NH:19][C:18](=[O:27])[C@@H:17]([NH:28][C:36]([C:32]2[NH:31][CH:35]=[CH:34][CH:33]=2)=[O:37])[CH2:16][C:15]2=[CH:29][CH:30]=[C:12]([CH:13]=[CH:14]2)[O:11][CH2:10][CH2:9][CH2:8][CH2:7]1)=[O:5].